The task is: Regression. Given two drug SMILES strings and cell line genomic features, predict the synergy score measuring deviation from expected non-interaction effect.. This data is from NCI-60 drug combinations with 297,098 pairs across 59 cell lines. (1) Cell line: T-47D. Synergy scores: CSS=35.5, Synergy_ZIP=-9.21, Synergy_Bliss=-3.64, Synergy_Loewe=-16.5, Synergy_HSA=-0.0309. Drug 2: CNC(=O)C1=NC=CC(=C1)OC2=CC=C(C=C2)NC(=O)NC3=CC(=C(C=C3)Cl)C(F)(F)F. Drug 1: COC1=CC(=CC(=C1O)OC)C2C3C(COC3=O)C(C4=CC5=C(C=C24)OCO5)OC6C(C(C7C(O6)COC(O7)C8=CC=CS8)O)O. (2) Drug 1: CC1CCC2CC(C(=CC=CC=CC(CC(C(=O)C(C(C(=CC(C(=O)CC(OC(=O)C3CCCCN3C(=O)C(=O)C1(O2)O)C(C)CC4CCC(C(C4)OC)OCCO)C)C)O)OC)C)C)C)OC. Drug 2: C(=O)(N)NO. Synergy scores: CSS=13.4, Synergy_ZIP=-5.03, Synergy_Bliss=-4.13, Synergy_Loewe=-33.4, Synergy_HSA=-5.85. Cell line: HCC-2998. (3) Drug 1: CC(C1=C(C=CC(=C1Cl)F)Cl)OC2=C(N=CC(=C2)C3=CN(N=C3)C4CCNCC4)N. Drug 2: C1=NC(=NC(=O)N1C2C(C(C(O2)CO)O)O)N. Cell line: OVCAR-5. Synergy scores: CSS=0.299, Synergy_ZIP=-1.38, Synergy_Bliss=-1.80, Synergy_Loewe=-3.36, Synergy_HSA=-3.11. (4) Drug 1: CCCS(=O)(=O)NC1=C(C(=C(C=C1)F)C(=O)C2=CNC3=C2C=C(C=N3)C4=CC=C(C=C4)Cl)F. Synergy scores: CSS=25.4, Synergy_ZIP=-0.0325, Synergy_Bliss=5.57, Synergy_Loewe=-8.07, Synergy_HSA=6.65. Cell line: SF-539. Drug 2: CC1CCC2CC(C(=CC=CC=CC(CC(C(=O)C(C(C(=CC(C(=O)CC(OC(=O)C3CCCCN3C(=O)C(=O)C1(O2)O)C(C)CC4CCC(C(C4)OC)O)C)C)O)OC)C)C)C)OC.